Dataset: Full USPTO retrosynthesis dataset with 1.9M reactions from patents (1976-2016). Task: Predict the reactants needed to synthesize the given product. (1) Given the product [Cl:16][C:17]1[CH:18]=[C:19]([NH:20][C:13]([NH:14][C:7](=[O:25])[CH2:6][C:5]2[CH:10]=[CH:11][C:2]([Cl:1])=[CH:3][CH:4]=2)=[S:12])[CH:21]=[C:22]([F:24])[CH:23]=1, predict the reactants needed to synthesize it. The reactants are: [Cl:1][C:2]1[CH:11]=[CH:10][C:5]([C:6](=O)[CH2:7]Cl)=[CH:4][CH:3]=1.[S-:12][C:13]#[N:14].[K+].[Cl:16][C:17]1[CH:18]=[C:19]([CH:21]=[C:22]([F:24])[CH:23]=1)[NH2:20].[OH2:25]. (2) Given the product [CH3:25][N:22]1[CH2:23][CH2:24][C:12]2[N:11]([C:7]3[CH:6]=[C:5]4[C:10](=[CH:9][CH:8]=3)[CH2:1][N:2]([CH:26]=[O:27])[CH2:3][CH2:4]4)[C:19]3[CH:18]=[CH:17][C:16]([CH3:20])=[CH:15][C:14]=3[C:13]=2[CH2:21]1, predict the reactants needed to synthesize it. The reactants are: [CH:1]1[C:10]2[C:5](=[CH:6][C:7]([N:11]3[C:19]4[CH:18]=[CH:17][C:16]([CH3:20])=[CH:15][C:14]=4[C:13]4[CH2:21][N:22]([CH3:25])[CH2:23][CH2:24][C:12]3=4)=[CH:8][CH:9]=2)[CH:4]=[CH:3][N:2]=1.[CH:26]([O-])=[O:27].[NH4+]. (3) Given the product [ClH:33].[CH:1]1([CH2:4][O:5][C:6]2[C:7]([C:13]([N:15]3[CH2:20][CH2:19][CH2:18][CH2:17][C@H:16]3[CH2:21][C:22]3[N:23]=[C:24]4[C:29]([CH3:30])=[C:28]([CH3:31])[CH:27]=[CH:26][N:25]4[CH:32]=3)=[O:14])=[N:8][C:9]([CH3:12])=[CH:10][CH:11]=2)[CH2:2][CH2:3]1, predict the reactants needed to synthesize it. The reactants are: [CH:1]1([CH2:4][O:5][C:6]2[C:7]([C:13]([N:15]3[CH2:20][CH2:19][CH2:18][CH2:17][C@H:16]3[CH2:21][C:22]3[N:23]=[C:24]4[C:29]([CH3:30])=[C:28]([CH3:31])[CH:27]=[CH:26][N:25]4[CH:32]=3)=[O:14])=[N:8][C:9]([CH3:12])=[CH:10][CH:11]=2)[CH2:3][CH2:2]1.[ClH:33]. (4) Given the product [CH3:1][O:2][C:3]1[CH:4]=[C:5]([C:12]2[O:13][CH:14]=[C:15]([C:17]([O:19][CH3:20])=[O:18])[N:16]=2)[CH:6]=[CH:7][C:8]=1[N+:9]([O-:11])=[O:10], predict the reactants needed to synthesize it. The reactants are: [CH3:1][O:2][C:3]1[CH:4]=[C:5]([C:12]2[O:13][CH2:14][CH:15]([C:17]([O:19][CH3:20])=[O:18])[N:16]=2)[CH:6]=[CH:7][C:8]=1[N+:9]([O-:11])=[O:10].BrN1C(=O)CCC1=O. (5) Given the product [CH3:59][N:39]([CH3:38])[CH:40]1[CH2:45][CH2:44][N:43]([C:46](=[O:58])[CH2:47][CH2:48][C:49]2[N:50]([CH2:54][C:55]([O:37][CH2:34][CH2:35][CH3:36])=[O:56])[CH:51]=[CH:52][N:53]=2)[CH2:42][CH2:41]1, predict the reactants needed to synthesize it. The reactants are: C(N(C(C)C)CC)(C)C.CN(C(ON1N=NC2C=CC=CC1=2)=[N+](C)C)C.F[P-](F)(F)(F)(F)F.[CH2:34]([OH:37])[CH2:35][CH3:36].[CH3:38][N:39]([CH3:59])[CH:40]1[CH2:45][CH2:44][N:43]([C:46](=[O:58])[CH2:47][CH2:48][C:49]2[N:50]([CH2:54][C:55](O)=[O:56])[CH:51]=[CH:52][N:53]=2)[CH2:42][CH2:41]1. (6) Given the product [Cl:13][C:8]1[N:1]=[C:2]2[N:6]([CH:7]=1)[CH2:5][CH2:4][S:3]2, predict the reactants needed to synthesize it. The reactants are: [NH:1]=[C:2]1[N:6]([CH2:7][C:8](O)=O)[CH2:5][CH2:4][S:3]1.O=P(Cl)(Cl)[Cl:13].